This data is from Forward reaction prediction with 1.9M reactions from USPTO patents (1976-2016). The task is: Predict the product of the given reaction. (1) Given the reactants [CH3:1][O:2][C:3](=[O:30])[CH:4]([C:6]1[C:15](=[O:16])[C:14]2[C:9](=[CH:10][C:11]([NH:18][CH:19]3[CH2:24][CH2:23][CH2:22][CH2:21][CH2:20]3)=[C:12]([F:17])[CH:13]=2)[N:8]([CH:25]2[CH2:29][CH2:28][CH2:27][CH2:26]2)[CH:7]=1)[OH:5].[H-].[Na+].Br[CH2:34][C:35]([O:37][CH2:38][CH3:39])=[O:36].C(=O)([O-])O.[Na+], predict the reaction product. The product is: [CH3:1][O:2][C:3](=[O:30])[CH:4]([C:6]1[C:15](=[O:16])[C:14]2[C:9](=[CH:10][C:11]([NH:18][CH:19]3[CH2:24][CH2:23][CH2:22][CH2:21][CH2:20]3)=[C:12]([F:17])[CH:13]=2)[N:8]([CH:25]2[CH2:29][CH2:28][CH2:27][CH2:26]2)[CH:7]=1)[O:5][CH2:34][C:35]([O:37][CH2:38][CH3:39])=[O:36]. (2) Given the reactants [C:1]([O:5][C:6]([N:8]1[CH2:13][CH2:12][CH:11]([C:14]([OH:16])=O)[CH2:10][CH2:9]1)=[O:7])([CH3:4])([CH3:3])[CH3:2].C(N1C=CN=C1)(N1C=CN=C1)=O.[NH2:29][NH2:30], predict the reaction product. The product is: [NH:29]([C:14]([CH:11]1[CH2:12][CH2:13][N:8]([C:6]([O:5][C:1]([CH3:4])([CH3:3])[CH3:2])=[O:7])[CH2:9][CH2:10]1)=[O:16])[NH2:30]. (3) Given the reactants [OH:1][C:2]1[CH:7]=[CH:6][CH:5]=[CH:4][C:3]=1[C:8]1[C:9]([O:16][CH3:17])=[CH:10][C:11](=[O:15])[N:12]([CH3:14])[N:13]=1.[Cl:18][C:19]1[CH:24]=[CH:23][C:22](I)=[CH:21][CH:20]=1.N1C=CC=CC=1C(O)=O.P([O-])([O-])([O-])=O.[K+].[K+].[K+], predict the reaction product. The product is: [Cl:18][C:19]1[CH:24]=[CH:23][C:22]([O:1][C:2]2[CH:7]=[CH:6][CH:5]=[CH:4][C:3]=2[C:8]2[C:9]([O:16][CH3:17])=[CH:10][C:11](=[O:15])[N:12]([CH3:14])[N:13]=2)=[CH:21][CH:20]=1.